This data is from Catalyst prediction with 721,799 reactions and 888 catalyst types from USPTO. The task is: Predict which catalyst facilitates the given reaction. (1) Reactant: [C:1]([O:5][C:6]([NH:8][CH:9]([CH:14]1[CH2:19][CH2:18][O:17][CH2:16][CH2:15]1)[C:10]([O:12]C)=[O:11])=[O:7])([CH3:4])([CH3:3])[CH3:2].[OH-].[Na+]. Product: [C:1]([O:5][C:6]([NH:8][CH:9]([CH:14]1[CH2:15][CH2:16][O:17][CH2:18][CH2:19]1)[C:10]([OH:12])=[O:11])=[O:7])([CH3:4])([CH3:2])[CH3:3]. The catalyst class is: 24. (2) Product: [Cl:1][C:2]1[CH:7]=[C:6]([O:8][C:9]2[C:10]([F:19])=[CH:11][C:12]([NH2:16])=[C:13]([F:15])[CH:14]=2)[CH:5]=[CH:4][N:3]=1. The catalyst class is: 227. Reactant: [Cl:1][C:2]1[CH:7]=[C:6]([O:8][C:9]2[CH:14]=[C:13]([F:15])[C:12]([N+:16]([O-])=O)=[CH:11][C:10]=2[F:19])[CH:5]=[CH:4][N:3]=1. (3) Reactant: Cl[C:2]1[N:3]=[C:4]([N:15]2[CH2:20][CH2:19][O:18][CH2:17][CH2:16]2)[C:5]2[CH:11]=[C:10]([N+:12]([O-:14])=[O:13])[CH:9]=[N:8][C:6]=2[N:7]=1.[O:21]1[CH2:26][CH2:25][N:24]([CH2:27][CH2:28][OH:29])[CH2:23][CH2:22]1.[Na]. Product: [N:15]1([C:4]2[C:5]3[CH:11]=[C:10]([N+:12]([O-:14])=[O:13])[CH:9]=[N:8][C:6]=3[N:7]=[C:2]([O:29][CH2:28][CH2:27][N:24]3[CH2:25][CH2:26][O:21][CH2:22][CH2:23]3)[N:3]=2)[CH2:20][CH2:19][O:18][CH2:17][CH2:16]1. The catalyst class is: 7. (4) Reactant: [Cl:1][C:2]1[N:7]=[C:6]([Cl:8])[CH:5]=[C:4]([C:9]2[N:10](S(=O)(=O)N(C)C)[CH:11]=[CH:12][N:13]=2)[N:3]=1.C([O-])(O)=O.[Na+]. Product: [Cl:1][C:2]1[N:7]=[C:6]([Cl:8])[CH:5]=[C:4]([C:9]2[NH:13][CH:12]=[CH:11][N:10]=2)[N:3]=1. The catalyst class is: 33. (5) Reactant: [F:1][C:2]1([F:14])[O:6][C:5]2[CH:7]=[CH:8][CH:9]=[C:10]([B:11]([OH:13])[OH:12])[C:4]=2[O:3]1.[Li][CH:16](CC)C.C1CCCCC1.CI. Product: [F:14][C:2]1([F:1])[O:6][C:5]2[C:7]([CH3:16])=[CH:8][CH:9]=[C:10]([B:11]([OH:13])[OH:12])[C:4]=2[O:3]1. The catalyst class is: 1. (6) Reactant: [OH:1][C@H:2]1[CH2:19][CH2:18][C@@:17]2([CH3:20])[CH:4]([C:5](=[O:22])[CH2:6][C@@H:7]3[C@@H:16]2[CH2:15][CH2:14][C@@:12]2([CH3:13])[C@H:8]3[CH2:9][CH2:10][C:11]2=[O:21])[CH2:3]1.[CH:23]1[C:35]2[CH:34]([CH2:36][O:37][C:38]([NH:40][CH2:41][C:42](O)=[O:43])=[O:39])[C:33]3[C:28](=[CH:29][CH:30]=[CH:31][CH:32]=3)[C:27]=2[CH:26]=[CH:25][CH:24]=1.C1(N=C=NC2CCCCC2)CCCCC1. Product: [CH:32]1[C:33]2[CH:34]([CH2:36][O:37][C:38]([NH:40][CH2:41][C:42]([O:1][C@H:2]3[CH2:19][CH2:18][C@@:17]4([CH3:20])[CH:4]([C:5](=[O:22])[CH2:6][C@@H:7]5[C@@H:16]4[CH2:15][CH2:14][C@@:12]4([CH3:13])[C@H:8]5[CH2:9][CH2:10][C:11]4=[O:21])[CH2:3]3)=[O:43])=[O:39])[C:35]3[C:27](=[CH:26][CH:25]=[CH:24][CH:23]=3)[C:28]=2[CH:29]=[CH:30][CH:31]=1. The catalyst class is: 527.